Regression/Classification. Given a drug SMILES string, predict its toxicity properties. Task type varies by dataset: regression for continuous values (e.g., LD50, hERG inhibition percentage) or binary classification for toxic/non-toxic outcomes (e.g., AMES mutagenicity, cardiotoxicity, hepatotoxicity). Dataset: ld50_zhu. From a dataset of Acute oral toxicity (LD50) regression data from Zhu et al.. (1) The drug is Nc1cccc([N+](=O)[O-])c1. The rat oral LD50 is 2.41, given as -log10 of the dose in mol/kg body weight (higher means more acutely toxic). (2) The drug is NC(Cc1ccc(Oc2ccc(N(CCCl)CCCl)cc2)cc1)C(=O)O. The rat oral LD50 is 2.81, given as -log10 of the dose in mol/kg body weight (higher means more acutely toxic). (3) The compound is CC(C)CC(O)CC(C)C. The rat oral LD50 is 1.66, given as -log10 of the dose in mol/kg body weight (higher means more acutely toxic). (4) The compound is CC(C)=CCCC(C)CC=O. The rat oral LD50 is 1.80, given as -log10 of the dose in mol/kg body weight (higher means more acutely toxic).